Dataset: Full USPTO retrosynthesis dataset with 1.9M reactions from patents (1976-2016). Task: Predict the reactants needed to synthesize the given product. (1) The reactants are: Br[CH2:2][C:3]1[C:28]([O:29][CH3:30])=[CH:27][C:6]2[C@@H:7]([C:21]3[CH:26]=[CH:25][CH:24]=[CH:23][CH:22]=3)[N:8]([OH:20])[C@@:9]([CH2:16][CH2:17][CH2:18][CH3:19])([CH2:14][CH3:15])[CH2:10][S:11](=[O:13])(=[O:12])[C:5]=2[CH:4]=1.[P:31]([O:38]CC)([O:35][CH2:36][CH3:37])[O:32][CH2:33][CH3:34]. Given the product [CH2:16]([C@@:9]1([CH2:14][CH3:15])[N:8]([OH:20])[C@H:7]([C:21]2[CH:26]=[CH:25][CH:24]=[CH:23][CH:22]=2)[C:6]2[CH:27]=[C:28]([O:29][CH3:30])[C:3]([CH2:2][P:31](=[O:38])([O:35][CH2:36][CH3:37])[O:32][CH2:33][CH3:34])=[CH:4][C:5]=2[S:11](=[O:12])(=[O:13])[CH2:10]1)[CH2:17][CH2:18][CH3:19], predict the reactants needed to synthesize it. (2) Given the product [NH2:11][C:7]1[CH:6]=[C:5]2[C:10](=[CH:9][CH:8]=1)[N:2]([CH3:1])[N:3]=[CH:4]2, predict the reactants needed to synthesize it. The reactants are: [CH3:1][N:2]1[C:10]2[C:5](=[CH:6][C:7]([N+:11]([O-])=O)=[CH:8][CH:9]=2)[CH:4]=[N:3]1.[OH-].[Na+]. (3) Given the product [O:1]1[C:5]2[CH:6]=[CH:7][C:8]([C:10]3[CH:11]=[C:12]4[C:13](=[CH:14][CH:15]=3)[NH:16][C:17]3[C:18]([CH3:23])=[CH:19][CH:20]=[CH:21][C:22]4=3)=[CH:9][C:4]=2[CH2:3][CH2:2]1, predict the reactants needed to synthesize it. The reactants are: [O:1]1[C:5]2[CH:6]=[CH:7][C:8]([C:10]3[CH:15]=[CH:14][C:13]([NH:16][C:17]4[CH:22]=[CH:21][CH:20]=[CH:19][C:18]=4[CH3:23])=[CH:12][CH:11]=3)=[CH:9][C:4]=2[CH2:3][CH2:2]1.C([O-])([O-])=O.[Cs+].[Cs+]. (4) Given the product [C:1]([O:5][C:6]([N:8]1[C:16]2[C:11](=[CH:12][C:13]([SH:21])=[C:14]([C:17]([CH3:20])([CH3:19])[CH3:18])[CH:15]=2)[CH2:10][CH2:9]1)=[O:7])([CH3:4])([CH3:3])[CH3:2], predict the reactants needed to synthesize it. The reactants are: [C:1]([O:5][C:6]([N:8]1[C:16]2[C:11](=[CH:12][C:13]([S:21]C#N)=[C:14]([C:17]([CH3:20])([CH3:19])[CH3:18])[CH:15]=2)[CH2:10][CH2:9]1)=[O:7])([CH3:4])([CH3:3])[CH3:2].SC[C@H]([C@@H](CS)O)O.P([O-])([O-])([O-])=O. (5) Given the product [CH2:1]([O:8][C:9]([NH:11][CH2:12][CH2:13][O:14][NH2:15])=[O:10])[C:2]1[CH:3]=[CH:4][CH:5]=[CH:6][CH:7]=1, predict the reactants needed to synthesize it. The reactants are: [CH2:1]([O:8][C:9]([NH:11][CH2:12][CH2:13][O:14][N:15]1C(=O)C2=CC=CC=C2C1=O)=[O:10])[C:2]1[CH:7]=[CH:6][CH:5]=[CH:4][CH:3]=1.O1CCCC1.CN.